This data is from Forward reaction prediction with 1.9M reactions from USPTO patents (1976-2016). The task is: Predict the product of the given reaction. (1) Given the reactants Br[CH2:2][CH2:3][CH2:4][CH2:5][O:6][C:7]1[CH:8]=[CH:9][N:10]2[C:14]([CH:15]=1)=[CH:13][CH:12]=[CH:11]2.[Cl:16][C:17]1[CH:22]=[CH:21][CH:20]=[CH:19][C:18]=1[N:23]1[CH2:28][CH2:27][NH:26][CH2:25][CH2:24]1, predict the reaction product. The product is: [Cl:16][C:17]1[CH:22]=[CH:21][CH:20]=[CH:19][C:18]=1[N:23]1[CH2:28][CH2:27][N:26]([CH2:2][CH2:3][CH2:4][CH2:5][O:6][C:7]2[CH:8]=[CH:9][N:10]3[C:14]([CH:15]=2)=[CH:13][CH:12]=[CH:11]3)[CH2:25][CH2:24]1. (2) Given the reactants [CH3:1][O:2][C:3]1[CH:4]=[C:5]2[C:10](=[CH:11][C:12]=1[O:13][CH3:14])[N:9]=[CH:8][CH:7]=[C:6]2[O:15][C:16]1[CH:22]=[CH:21][C:19]([NH2:20])=[C:18]([O:23][CH3:24])[CH:17]=1.C(N(CC)CC)C.ClC(Cl)(O[C:36](=[O:42])OC(Cl)(Cl)Cl)Cl.[CH3:44][C:45]1[N:46]=[C:47]([CH:50]([NH2:52])[CH3:51])[S:48][CH:49]=1, predict the reaction product. The product is: [CH3:1][O:2][C:3]1[CH:4]=[C:5]2[C:10](=[CH:11][C:12]=1[O:13][CH3:14])[N:9]=[CH:8][CH:7]=[C:6]2[O:15][C:16]1[CH:22]=[CH:21][C:19]([NH:20][C:36]([NH:52][CH:50]([C:47]2[S:48][CH:49]=[C:45]([CH3:44])[N:46]=2)[CH3:51])=[O:42])=[C:18]([O:23][CH3:24])[CH:17]=1. (3) Given the reactants C(OC([N:8]1[CH2:12][CH2:11][C@H:10]([O:13][Si:14]([C:17]([CH3:20])([CH3:19])[CH3:18])([CH3:16])[CH3:15])[C@@H:9]1[C@H:21]([NH:23][C:24]1[CH:29]=[CH:28][C:27]([C:30]#[N:31])=[C:26]([Cl:32])[C:25]=1[CH3:33])[CH3:22])=O)(C)(C)C.C(O)(C(F)(F)F)=O, predict the reaction product. The product is: [Si:14]([O:13][C@H:10]1[CH2:11][CH2:12][NH:8][C@@H:9]1[C@H:21]([NH:23][C:24]1[CH:29]=[CH:28][C:27]([C:30]#[N:31])=[C:26]([Cl:32])[C:25]=1[CH3:33])[CH3:22])([C:17]([CH3:19])([CH3:20])[CH3:18])([CH3:16])[CH3:15]. (4) Given the reactants [CH3:1][O:2][C:3]1[CH:4]=[N:5][CH:6]=[C:7]([CH:12]=1)[C:8]([O:10][CH3:11])=[O:9], predict the reaction product. The product is: [CH3:1][O:2][CH:3]1[CH2:4][NH:5][CH2:6][CH:7]([C:8]([O:10][CH3:11])=[O:9])[CH2:12]1. (5) Given the reactants [Br:1][C:2]1[CH:3]=[CH:4][C:5]([O:12][CH2:13][CH2:14][CH3:15])=[C:6]([S:8](Cl)(=[O:10])=[O:9])[CH:7]=1.[NH2:16][C@H:17]([CH2:20][C:21]1[C:29]2[C:24](=[CH:25][CH:26]=[CH:27][CH:28]=2)[NH:23][CH:22]=1)[CH2:18][OH:19], predict the reaction product. The product is: [Br:1][C:2]1[CH:3]=[CH:4][C:5]([O:12][CH2:13][CH2:14][CH3:15])=[C:6]([S:8]([NH:16][C@H:17]([CH2:20][C:21]2[C:29]3[C:24](=[CH:25][CH:26]=[CH:27][CH:28]=3)[NH:23][CH:22]=2)[CH2:18][OH:19])(=[O:10])=[O:9])[CH:7]=1. (6) Given the reactants [CH2:1]([N:8]([CH2:16][C:17]1[CH:18]=[C:19]([C:23]2[CH:24]=[C:25]3[C:31]([CH:32](OCC)OCC)=[N:30][N:29](C(OC(C)(C)C)=O)[C:26]3=[CH:27][N:28]=2)[CH:20]=[N:21][CH:22]=1)C(OC(C)(C)C)=O)[C:2]1[CH:7]=[CH:6][CH:5]=[CH:4][CH:3]=1.[S:46]1[CH:50]=[CH:49][C:48]([C:51]2[CH:56]=[CH:55][N:54]=[C:53]([NH2:57])[C:52]=2[NH2:58])=[CH:47]1, predict the reaction product. The product is: [CH2:1]([NH:8][CH2:16][C:17]1[CH:22]=[N:21][CH:20]=[C:19]([C:23]2[CH:24]=[C:25]3[C:31]([C:32]4[NH:57][C:53]5=[N:54][CH:55]=[CH:56][C:51]([C:48]6[CH:49]=[CH:50][S:46][CH:47]=6)=[C:52]5[N:58]=4)=[N:30][NH:29][C:26]3=[CH:27][N:28]=2)[CH:18]=1)[C:2]1[CH:3]=[CH:4][CH:5]=[CH:6][CH:7]=1. (7) Given the reactants [NH2:1][C:2]1[CH:3]=[N:4][CH:5]=[CH:6][C:7]=1[Cl:8].[H-].[Na+].[CH2:11]([O:18][C:19]1[CH:27]=[CH:26][C:22]([C:23](Cl)=[O:24])=[CH:21][CH:20]=1)[C:12]1[CH:17]=[CH:16][CH:15]=[CH:14][CH:13]=1, predict the reaction product. The product is: [CH2:11]([O:18][C:19]1[CH:20]=[CH:21][C:22]([C:23]([NH:1][C:2]2[CH:3]=[N:4][CH:5]=[CH:6][C:7]=2[Cl:8])=[O:24])=[CH:26][CH:27]=1)[C:12]1[CH:13]=[CH:14][CH:15]=[CH:16][CH:17]=1. (8) The product is: [F:1][C:2]1[CH:7]=[CH:6][CH:5]=[C:4]([F:8])[C:3]=1[N:9]1[C:17]2[CH:16]=[CH:15][NH:14][C:13](=[O:18])[C:12]=2[C:11]([C:20]2[CH:21]=[CH:22][C:23]([C:24]([NH:26][CH3:27])=[O:25])=[CH:28][CH:29]=2)=[N:10]1. Given the reactants [F:1][C:2]1[CH:7]=[CH:6][CH:5]=[C:4]([F:8])[C:3]=1[N:9]1[C:17]2[CH:16]=[CH:15][N:14]=[C:13]([O:18]C)[C:12]=2[C:11]([C:20]2[CH:29]=[CH:28][C:23]([C:24]([NH:26][CH3:27])=[O:25])=[CH:22][CH:21]=2)=[N:10]1.[I-].[Na+].Cl[Si](C)(C)C.C(=O)([O-])O.[Na+], predict the reaction product. (9) The product is: [C:14]([O:13][C:11]([N:9]1[CH2:10][C@@H:5]([N:4]([CH2:3][CH:2]([CH3:1])[CH3:41])[C:22]([C:24]2[N:28]([CH2:29][CH2:30][C:31]3[CH:32]=[CH:33][CH:34]=[CH:35][CH:36]=3)[C:27]3[CH:37]=[CH:38][CH:39]=[CH:40][C:26]=3[N:25]=2)=[O:23])[CH2:6][C@@H:7]([C:18]([OH:20])=[O:19])[CH2:8]1)=[O:12])([CH3:15])([CH3:17])[CH3:16]. Given the reactants [CH3:1][CH:2]([CH3:41])[CH2:3][N:4]([C:22]([C:24]1[N:28]([CH2:29][CH2:30][C:31]2[CH:36]=[CH:35][CH:34]=[CH:33][CH:32]=2)[C:27]2[CH:37]=[CH:38][CH:39]=[CH:40][C:26]=2[N:25]=1)=[O:23])[C@@H:5]1[CH2:10][N:9]([C:11]([O:13][C:14]([CH3:17])([CH3:16])[CH3:15])=[O:12])[CH2:8][C@H:7]([C:18]([O:20]C)=[O:19])[CH2:6]1.[OH-].[Na+].Cl, predict the reaction product.